Dataset: Forward reaction prediction with 1.9M reactions from USPTO patents (1976-2016). Task: Predict the product of the given reaction. (1) Given the reactants [Br:1][C:2]1[C:3](=[O:8])[O:4][CH2:5][C:6]=1Br.C([O-])([O-])=O.[Cs+].[Cs+].[NH:15]1[CH2:20][CH2:19][O:18][CH2:17][CH2:16]1, predict the reaction product. The product is: [Br:1][C:2]1[C:3](=[O:8])[O:4][CH2:5][C:6]=1[N:15]1[CH2:20][CH2:19][O:18][CH2:17][CH2:16]1. (2) Given the reactants [CH3:1][C:2]([C:10]1[CH:15]=[CH:14][CH:13]=[CH:12][CH:11]=1)([CH3:9])[CH2:3][NH:4][C:5](=[O:8])[O:6][CH3:7].O.[C:17]([OH:21])(=[O:20])[CH:18]=O, predict the reaction product. The product is: [CH3:7][O:6][C:5]([N:4]1[CH2:3][C:2]([CH3:1])([CH3:9])[C:10]2[C:11](=[CH:12][CH:13]=[CH:14][CH:15]=2)[CH:18]1[C:17]([OH:21])=[O:20])=[O:8].